From a dataset of Full USPTO retrosynthesis dataset with 1.9M reactions from patents (1976-2016). Predict the reactants needed to synthesize the given product. (1) Given the product [CH:16]1([C:4]2[C:3]([C:21]#[N:22])=[C:2]([C:28]3[CH:27]=[CH:26][N:25]=[C:24]([CH3:23])[CH:29]=3)[C:11]3[C:6](=[CH:7][CH:8]=[C:9]([C:12]([F:13])([F:15])[F:14])[CH:10]=3)[N:5]=2)[CH2:20][CH2:19][CH2:18][CH2:17]1, predict the reactants needed to synthesize it. The reactants are: Br[C:2]1[C:11]2[C:6](=[CH:7][CH:8]=[C:9]([C:12]([F:15])([F:14])[F:13])[CH:10]=2)[N:5]=[C:4]([CH:16]2[CH2:20][CH2:19][CH2:18][CH2:17]2)[C:3]=1[C:21]#[N:22].[CH3:23][C:24]1[CH:29]=[C:28](B2OC(C)(C)C(C)(C)O2)[CH:27]=[CH:26][N:25]=1.C(=O)([O-])[O-].[Cs+].[Cs+]. (2) The reactants are: C(OC([N:8]1[C:12]2[N:13]=[C:14]([C:19]3[CH:24]=[CH:23][C:22]([O:25][CH3:26])=[C:21]([F:27])[CH:20]=3)[N:15]=[C:16]([CH2:17][CH3:18])[C:11]=2[CH2:10][CH2:9]1)=O)(C)(C)C.FC(F)(F)C(O)=O. Given the product [CH2:17]([C:16]1[C:11]2[CH2:10][CH2:9][NH:8][C:12]=2[N:13]=[C:14]([C:19]2[CH:24]=[CH:23][C:22]([O:25][CH3:26])=[C:21]([F:27])[CH:20]=2)[N:15]=1)[CH3:18], predict the reactants needed to synthesize it.